This data is from Catalyst prediction with 721,799 reactions and 888 catalyst types from USPTO. The task is: Predict which catalyst facilitates the given reaction. (1) Reactant: C12CC(CC1)C=C2B(O)O.[F:11][C:12]1[C:13]([CH2:28][NH:29][C@H:30]([CH:33]([CH3:35])[CH3:34])[CH2:31][OH:32])=[N:14][C:15]([C:18]2[CH2:19][C:20]3([CH2:25][CH2:26][CH:27]=2)[O:24][CH2:23][CH2:22][O:21]3)=[CH:16][CH:17]=1. Product: [F:11][C:12]1[C:13]([CH2:28][NH:29][C@H:30]([CH:33]([CH3:35])[CH3:34])[CH2:31][OH:32])=[N:14][C:15]([C:18]2[CH2:19][C:20]3([CH2:25][CH2:26][CH:27]=2)[O:24][CH2:23][CH2:22][O:21]3)=[CH:16][CH:17]=1.[O:21]1[C:20]2([CH2:25][CH2:26][CH2:27][CH:18]([C:15]3[N:14]=[C:13]([CH2:28][NH:29][C@H:30]([CH:33]([CH3:34])[CH3:35])[CH2:31][OH:32])[C:12]([F:11])=[CH:17][CH:16]=3)[CH2:19]2)[O:24][CH2:23][CH2:22]1. The catalyst class is: 45. (2) Reactant: Br[C:2]1[CH:24]=[CH:23][C:5]2[CH2:6][CH:7]([CH3:22])[N:8]([C:18]([NH:20][CH3:21])=[O:19])[N:9]=[C:10]([C:11]3[CH:16]=[CH:15][C:14]([Cl:17])=[CH:13][CH:12]=3)[C:4]=2[CH:3]=1.[NH:25]1[CH2:30][CH2:29][O:28][CH2:27][CH2:26]1.CC(C)([O-])C.[Na+].C1C=CC(P(C2C=CC3C(=CC=CC=3)C=2C2C3C(=CC=CC=3)C=CC=2P(C2C=CC=CC=2)C2C=CC=CC=2)C2C=CC=CC=2)=CC=1.C(=O)(O)[O-].[Na+]. Product: [Cl:17][C:14]1[CH:13]=[CH:12][C:11]([C:10]2[C:4]3[CH:3]=[C:2]([N:25]4[CH2:30][CH2:29][O:28][CH2:27][CH2:26]4)[CH:24]=[CH:23][C:5]=3[CH2:6][CH:7]([CH3:22])[N:8]([C:18]([NH:20][CH3:21])=[O:19])[N:9]=2)=[CH:16][CH:15]=1. The catalyst class is: 101. (3) Reactant: [Cl:1][C:2]1[C:16]([Cl:17])=[CH:15][C:5]2[NH:6][C:7]([C:9](=[O:14])[C:10]([F:13])([F:12])[F:11])=[N:8][C:4]=2[CH:3]=1.Br[CH2:19][C:20]([CH3:22])=[CH2:21].[In]. Product: [Cl:17][C:16]1[C:2]([Cl:1])=[CH:3][C:4]2[NH:8][C:7]([C:9]([OH:14])([CH2:21][C:20]([CH3:22])=[CH2:19])[C:10]([F:13])([F:11])[F:12])=[N:6][C:5]=2[CH:15]=1. The catalyst class is: 569. (4) Reactant: [F:1][CH:2]([S:12]([C:15]1[CH:20]=[CH:19][CH:18]=[CH:17][CH:16]=1)(=[O:14])=[O:13])[S:3]([C:6]1[CH:11]=[CH:10][CH:9]=[CH:8][CH:7]=1)(=[O:5])=[O:4].[Li]CCCC.CCCCCC.[Br:32][C:33]1[CH:34]=[C:35]2[C:41]([CH:42]([C:44]3[C:49]([Cl:50])=[CH:48][CH:47]=[C:46]([F:51])[C:45]=3[Cl:52])O)=[CH:40][NH:39][C:36]2=[N:37][CH:38]=1.S(Cl)(Cl)=O. Product: [C:15]1([S:12]([C:2]([S:3]([C:6]2[CH:7]=[CH:8][CH:9]=[CH:10][CH:11]=2)(=[O:5])=[O:4])([F:1])[CH:42]([C:41]2[C:35]3[C:36](=[N:37][CH:38]=[C:33]([Br:32])[CH:34]=3)[NH:39][CH:40]=2)[C:44]2[C:49]([Cl:50])=[CH:48][CH:47]=[C:46]([F:51])[C:45]=2[Cl:52])(=[O:14])=[O:13])[CH:20]=[CH:19][CH:18]=[CH:17][CH:16]=1. The catalyst class is: 76. (5) Reactant: [NH2:1][CH2:2][CH2:3][CH2:4][C:5]1[CH:6]=[N:7][N:8]([CH3:30])[C:9]=1[NH:10][C:11]([C:24]1[CH:29]=[CH:28][CH:27]=[CH:26][CH:25]=1)([C:18]1[CH:23]=[CH:22][CH:21]=[CH:20][CH:19]=1)[C:12]1[CH:17]=[CH:16][CH:15]=[CH:14][CH:13]=1.[C:31](O[C:31]([O:33][C:34]([CH3:37])([CH3:36])[CH3:35])=[O:32])([O:33][C:34]([CH3:37])([CH3:36])[CH3:35])=[O:32]. Product: [CH3:30][N:8]1[C:9]([NH:10][C:11]([C:18]2[CH:19]=[CH:20][CH:21]=[CH:22][CH:23]=2)([C:24]2[CH:25]=[CH:26][CH:27]=[CH:28][CH:29]=2)[C:12]2[CH:17]=[CH:16][CH:15]=[CH:14][CH:13]=2)=[C:5]([CH2:4][CH2:3][CH2:2][NH:1][C:31](=[O:32])[O:33][C:34]([CH3:37])([CH3:36])[CH3:35])[CH:6]=[N:7]1. The catalyst class is: 7. (6) Reactant: [C:1]([N:4]1[C:13]2[C:8](=[CH:9][C:10](Br)=[CH:11][CH:12]=2)[C@H:7]([NH:15][C:16](=[O:21])[O:17][CH:18]([CH3:20])[CH3:19])[CH2:6][C@@H:5]1[CH3:22])(=[O:3])[CH3:2].CC1(C)C(C)(C)OB([C:31]2[CH:36]=[CH:35][C:34]([NH2:37])=[CH:33][CH:32]=2)O1.C(=O)([O-])[O-].[K+].[K+].O1CCOCC1. Product: [C:1]([N:4]1[C:13]2[C:8](=[CH:9][C:10]([C:31]3[CH:36]=[CH:35][C:34]([NH2:37])=[CH:33][CH:32]=3)=[CH:11][CH:12]=2)[C@H:7]([NH:15][C:16](=[O:21])[O:17][CH:18]([CH3:20])[CH3:19])[CH2:6][C@@H:5]1[CH3:22])(=[O:3])[CH3:2]. The catalyst class is: 263. (7) Reactant: CCN(C(C)C)C(C)C.[F:10][C:11]1[CH:12]=[C:13]([CH:17]=[CH:18][C:19]=1[O:20][C:21]1[CH:26]=[C:25]([C:27]([NH:29][C:30]2[CH:34]=[CH:33][N:32]([CH3:35])[N:31]=2)=[O:28])[CH:24]=[C:23]([O:36][C@@H:37]([CH3:40])[CH2:38][OH:39])[CH:22]=1)[C:14]([OH:16])=O.CN(C(ON1N=N[C:51]2[CH:52]=[CH:53][CH:54]=[N:55][C:50]1=2)=[N+](C)C)C.F[P-](F)(F)(F)(F)F.N1CCCCC1. Product: [F:10][C:11]1[CH:12]=[C:13]([C:14]([N:55]2[CH2:50][CH2:51][CH2:52][CH2:53][CH2:54]2)=[O:16])[CH:17]=[CH:18][C:19]=1[O:20][C:21]1[CH:26]=[C:25]([CH:24]=[C:23]([O:36][C@@H:37]([CH3:40])[CH2:38][OH:39])[CH:22]=1)[C:27]([NH:29][C:30]1[CH:34]=[CH:33][N:32]([CH3:35])[N:31]=1)=[O:28]. The catalyst class is: 18. (8) The catalyst class is: 12. Reactant: C(=O)([O-])[O-].[Na+].[Na+].[N:7]1[C:14](Cl)=[N:13][C:11]([Cl:12])=[N:10][C:8]=1Cl.[CH2:16]([NH:19][CH2:20][CH:21]=[CH2:22])[CH:17]=[CH2:18].[OH-].[Na+]. Product: [CH2:16]([N:19]([CH2:20][CH:21]=[CH2:22])[C:14]1[N:7]=[C:8]([N:19]([CH2:20][CH:21]=[CH2:22])[CH2:16][CH:17]=[CH2:18])[N:10]=[C:11]([Cl:12])[N:13]=1)[CH:17]=[CH2:18].